This data is from Catalyst prediction with 721,799 reactions and 888 catalyst types from USPTO. The task is: Predict which catalyst facilitates the given reaction. (1) Reactant: [C:1]([N:8]1[CH:12]=[CH:11]N=[CH:9]1)([N:3]1[CH:7]=[CH:6]N=[CH:4]1)=[O:2].[F:13][C:14]1[CH:15]=[C:16]2C(=[CH:21][CH:22]=1)NC=C2. Product: [F:13][C:14]1[CH:22]=[C:21]2[C:9](=[CH:16][CH:15]=1)[N:8]([C:1]([N:3]1[C:4]3[C:16](=[CH:15][C:14]([F:13])=[CH:22][CH:21]=3)[CH:6]=[CH:7]1)=[O:2])[CH:12]=[CH:11]2. The catalyst class is: 594. (2) Reactant: [C:1]([O:4][CH2:5][C:6]1[N:11]([C:12]2[CH:13]=[C:14]([CH:19]=[CH:20][CH:21]=2)[C:15]([O:17][CH3:18])=[O:16])[C:10](=[O:22])[CH:9]=[C:8]([OH:23])[CH:7]=1)(=[O:3])[CH3:2].[Br:24]N1C(=O)CCC1=O. Product: [C:1]([O:4][CH2:5][C:6]1[N:11]([C:12]2[CH:13]=[C:14]([CH:19]=[CH:20][CH:21]=2)[C:15]([O:17][CH3:18])=[O:16])[C:10](=[O:22])[C:9]([Br:24])=[C:8]([OH:23])[CH:7]=1)(=[O:3])[CH3:2]. The catalyst class is: 10. (3) Reactant: [N+:1]([C:4]1[CH:12]=[CH:11][C:7]([C:8](Cl)=[O:9])=[CH:6][CH:5]=1)([O-:3])=[O:2].[CH2:13]([O:15][C:16]([C:18]1[NH:19][CH:20]=[CH:21][CH:22]=1)=[O:17])[CH3:14].O. Product: [CH2:13]([O:15][C:16]([C:18]1[N:19]([C:8](=[O:9])[C:7]2[CH:11]=[CH:12][C:4]([N+:1]([O-:3])=[O:2])=[CH:5][CH:6]=2)[CH:20]=[CH:21][CH:22]=1)=[O:17])[CH3:14]. The catalyst class is: 154. (4) Reactant: [Cl:1][C:2]1[CH:7]=[CH:6][C:5]([NH:8][CH2:9][C:10]([O:12]CC)=[O:11])=[C:4]([O:15][C:16]2[CH:21]=[CH:20][C:19]([C:22]([F:25])([F:24])[F:23])=[C:18]([Cl:26])[CH:17]=2)[CH:3]=1.CO.[OH-].[Na+]. Product: [Cl:1][C:2]1[CH:7]=[CH:6][C:5]([NH:8][CH2:9][C:10]([OH:12])=[O:11])=[C:4]([O:15][C:16]2[CH:21]=[CH:20][C:19]([C:22]([F:23])([F:25])[F:24])=[C:18]([Cl:26])[CH:17]=2)[CH:3]=1. The catalyst class is: 6. (5) Reactant: [CH3:1][C:2]1[C:7]([CH3:8])=[CH:6][N:5]=[C:4]([NH2:9])[CH:3]=1.Br[CH2:11][C:12](=O)[CH2:13][C@@H:14]1[CH2:19][CH2:18][CH2:17][CH2:16][N:15]1[C:20]([O:22][C:23]([CH3:26])([CH3:25])[CH3:24])=[O:21]. Product: [CH3:8][C:7]1[C:2]([CH3:1])=[CH:3][C:4]2[N:5]([CH:11]=[C:12]([CH2:13][C@@H:14]3[CH2:19][CH2:18][CH2:17][CH2:16][N:15]3[C:20]([O:22][C:23]([CH3:26])([CH3:25])[CH3:24])=[O:21])[N:9]=2)[CH:6]=1. The catalyst class is: 3. (6) Reactant: [CH3:1][CH:2]([CH:5](C)[CH3:6])[CH:3]=O.[CH2:8]=[O:9].[CH3:10][OH:11].[OH-].[Na+]. Product: [CH:2]([C:5]([CH3:6])([CH2:10][OH:11])[CH2:8][OH:9])([CH3:3])[CH3:1]. The catalyst class is: 106. (7) Reactant: [CH3:1][C:2]1[CH:7]=[C:6]([C:8]2[CH:9]=[CH:10][C:11]3[N:17]4[CH2:18][C@H:14]([CH2:15][CH2:16]4)[NH:13][C:12]=3[N:19]=2)[CH:5]=[CH:4][N:3]=1.C(N(CC)CC)C.ClC(Cl)(O[C:31](=[O:37])OC(Cl)(Cl)Cl)Cl.[N:39]1[CH:44]=[CH:43][CH:42]=[C:41]([CH2:45][CH2:46][NH2:47])[CH:40]=1. Product: [CH3:1][C:2]1[CH:7]=[C:6]([C:8]2[CH:9]=[CH:10][C:11]3[N:17]4[CH2:18][C@H:14]([CH2:15][CH2:16]4)[N:13]([C:31]([NH:47][CH2:46][CH2:45][C:41]4[CH:40]=[N:39][CH:44]=[CH:43][CH:42]=4)=[O:37])[C:12]=3[N:19]=2)[CH:5]=[CH:4][N:3]=1. The catalyst class is: 7.